The task is: Predict which catalyst facilitates the given reaction.. This data is from Catalyst prediction with 721,799 reactions and 888 catalyst types from USPTO. Reactant: [CH3:1][C:2]1[N:6]=[C:5]([C:7]2[CH:8]=[N:9][NH:10][C:11]=2[NH2:12])[O:4][N:3]=1.[CH2:13]([N:15]1[C:23]2[C:18](=[CH:19][CH:20]=[C:21]([C:24](=O)[CH2:25][C:26](OCC)=[O:27])[CH:22]=2)[CH:17]=[N:16]1)[CH3:14].CC1C=CC(S(O)(=O)=O)=CC=1. Product: [CH2:13]([N:15]1[C:23]2[C:18](=[CH:19][CH:20]=[C:21]([C:24]3[NH:12][C:11]4[N:10]([N:9]=[CH:8][C:7]=4[C:5]4[O:4][N:3]=[C:2]([CH3:1])[N:6]=4)[C:26](=[O:27])[CH:25]=3)[CH:22]=2)[CH:17]=[N:16]1)[CH3:14]. The catalyst class is: 114.